Dataset: Catalyst prediction with 721,799 reactions and 888 catalyst types from USPTO. Task: Predict which catalyst facilitates the given reaction. (1) Reactant: C(OC([N:8]1[C:16]2[C:11](=[CH:12][C:13]([CH:17]=[O:18])=[CH:14][CH:15]=2)[CH:10]=[C:9]1[C:19]1[C:20](=[O:29])[NH:21]C2C(C=1)=CC=CC=2)=O)(C)(C)C.[CH3:30][C:31]([CH2:33][CH3:34])=[CH2:32].OP([O-])(O)=O.[Na+].Cl([O-])=[O:42].[Na+].[CH3:45][C:46](O)(C)C. Product: [O:29]=[C:20]1[C:19]([C:9]2[NH:8][C:16]3[C:11]([CH:10]=2)=[CH:12][C:13]([C:17]([OH:18])=[O:42])=[CH:14][CH:15]=3)=[CH:30][C:31]2[C:32](=[CH:45][CH:46]=[CH:34][CH:33]=2)[NH:21]1. The catalyst class is: 1. (2) Reactant: B1([O-])OO1.[OH2:5].[OH2:6].O.O.[Na+].[C:10]([O:14][C:15]([C@H:17]([CH2:21][S:22][CH2:23][C:24]1[CH:29]=[CH:28][C:27]([C:30]2[CH:35]=[CH:34][C:33]([C:36]3[C:41]4[O:42][C:43]5[CH:48]=[CH:47][CH:46]=[CH:45][C:44]=5[C:40]=4[CH:39]=[CH:38][CH:37]=3)=[CH:32][CH:31]=2)=[CH:26][CH:25]=1)[C:18]([OH:20])=[O:19])=[O:16])([CH3:13])([CH3:12])[CH3:11]. Product: [C:10]([O:14][C:15]([C@H:17]([CH2:21][S:22]([CH2:23][C:24]1[CH:25]=[CH:26][C:27]([C:30]2[CH:35]=[CH:34][C:33]([C:36]3[C:41]4[O:42][C:43]5[CH:48]=[CH:47][CH:46]=[CH:45][C:44]=5[C:40]=4[CH:39]=[CH:38][CH:37]=3)=[CH:32][CH:31]=2)=[CH:28][CH:29]=1)(=[O:6])=[O:5])[C:18]([OH:20])=[O:19])=[O:16])([CH3:13])([CH3:11])[CH3:12]. The catalyst class is: 342. (3) Reactant: Cl[C:2]1[N:7]=[C:6]([N:8]2[CH2:13][CH2:12][CH:11]([CH3:14])[CH2:10][CH2:9]2)[CH:5]=[CH:4][N:3]=1.[NH2:15][C:16]1[NH:17][N:18]=[C:19]([CH3:21])[CH:20]=1.C(=O)([O-])[O-].[K+].[K+]. Product: [CH3:14][CH:11]1[CH2:12][CH2:13][N:8]([C:6]2[CH:5]=[CH:4][N:3]=[C:2]([NH:15][C:16]3[NH:17][N:18]=[C:19]([CH3:21])[CH:20]=3)[N:7]=2)[CH2:9][CH2:10]1. The catalyst class is: 51. (4) Reactant: [SH:1][CH2:2][C:3]([O:5][CH2:6][CH3:7])=[O:4].C(N(CC)CC)C.Cl[C:16]1[CH:21]=[CH:20][N:19]=[CH:18][C:17]=1[C:22](=O)[CH3:23]. Product: [CH3:23][C:22]1[C:17]2[CH:18]=[N:19][CH:20]=[CH:21][C:16]=2[S:1][C:2]=1[C:3]([O:5][CH2:6][CH3:7])=[O:4]. The catalyst class is: 10.